From a dataset of Catalyst prediction with 721,799 reactions and 888 catalyst types from USPTO. Predict which catalyst facilitates the given reaction. (1) Reactant: [CH3:1][C:2]1[CH:11]=[CH:10][C:5]([C:6]([O:8][CH3:9])=[O:7])=[CH:4][N:3]=1.CO. Product: [CH3:1][CH:2]1[NH:3][CH2:4][CH:5]([C:6]([O:8][CH3:9])=[O:7])[CH2:10][CH2:11]1. The catalyst class is: 331. (2) Reactant: Cl.[NH2:2][CH:3]([C@@H:5]1[CH2:8][C@H:7]([OH:9])[CH2:6]1)[CH3:4].C(N(CC)C(C)C)(C)C.[F:19][C:20]1[CH:28]=[C:27]2[C:23]([C:24]([C:30]3[N:31]=[C:32]4[C:38]([C:39](O)=[O:40])=[CH:37][N:36]([CH2:42][O:43][CH2:44][CH2:45][Si:46]([CH3:49])([CH3:48])[CH3:47])[C:33]4=[N:34][CH:35]=3)=[N:25][N:26]2[CH3:29])=[CH:22][CH:21]=1.CN(C(ON1N=NC2C=CC=NC1=2)=[N+](C)C)C.F[P-](F)(F)(F)(F)F. Product: [OH:9][C@@H:7]1[CH2:8][C@H:5]([CH:3]([NH:2][C:39]([C:38]2[C:32]3[C:33](=[N:34][CH:35]=[C:30]([C:24]4[C:23]5[C:27](=[CH:28][C:20]([F:19])=[CH:21][CH:22]=5)[N:26]([CH3:29])[N:25]=4)[N:31]=3)[N:36]([CH2:42][O:43][CH2:44][CH2:45][Si:46]([CH3:49])([CH3:48])[CH3:47])[CH:37]=2)=[O:40])[CH3:4])[CH2:6]1. The catalyst class is: 3. (3) Reactant: [C:1]([N:8]([C:16]1[C:20]2[CH:21]=[C:22]([CH2:25][O:26][C:27]3[CH:32]=[CH:31][C:30]([C:33]4[CH:38]=[C:37]([F:39])[C:36]([F:40])=[CH:35][C:34]=4[O:41][CH3:42])=[CH:29][CH:28]=3)[CH:23]=[CH:24][C:19]=2[O:18][N:17]=1)C(OC(C)(C)C)=O)([O:3][C:4]([CH3:7])([CH3:6])[CH3:5])=[O:2].O.NN. Product: [C:1]([NH:8][C:16]1[C:20]2[CH:21]=[C:22]([CH2:25][O:26][C:27]3[CH:28]=[CH:29][C:30]([C:33]4[CH:38]=[C:37]([F:39])[C:36]([F:40])=[CH:35][C:34]=4[O:41][CH3:42])=[CH:31][CH:32]=3)[CH:23]=[CH:24][C:19]=2[O:18][N:17]=1)([O:3][C:4]([CH3:7])([CH3:6])[CH3:5])=[O:2]. The catalyst class is: 14. (4) Reactant: [OH:1][C:2]1[CH:11]=[CH:10][C:5]([C:6]([O:8][CH3:9])=[O:7])=[CH:4][C:3]=1[CH2:12][CH:13]([CH3:15])[CH3:14].[C:16]1([CH:22](Br)[C:23]2[CH:28]=[CH:27][CH:26]=[CH:25][CH:24]=2)[CH:21]=[CH:20][CH:19]=[CH:18][CH:17]=1.C(=O)([O-])[O-].[K+].[K+]. Product: [C:16]1([CH:22]([C:23]2[CH:24]=[CH:25][CH:26]=[CH:27][CH:28]=2)[O:1][C:2]2[CH:11]=[CH:10][C:5]([C:6]([O:8][CH3:9])=[O:7])=[CH:4][C:3]=2[CH2:12][CH:13]([CH3:15])[CH3:14])[CH:21]=[CH:20][CH:19]=[CH:18][CH:17]=1. The catalyst class is: 9.